Predict the reaction yield, written as a fraction of the theoretical maximum amount of product (1.0 means a 100% yield; for example, 0.34 means a 34% yield). From a dataset of Reaction yield outcomes from USPTO patents with 853,638 reactions. (1) The reactants are [CH3:1][N:2]1[C:6]([NH2:7])=[N:5][N:4]=[N:3]1.[H-].[Na+].[F:10][C:11]([F:47])([F:46])[C:12]1[CH:13]=[CH:14][C:15]([C:18]2[CH:19]=[C:20]([C@H:24]3[CH2:28][C:27]4([CH2:33][CH2:32][N:31]([C:34](OC5C=CC([N+]([O-])=O)=CC=5)=[O:35])[CH2:30][CH2:29]4)[O:26][CH2:25]3)[CH:21]=[CH:22][CH:23]=2)=[N:16][CH:17]=1. The catalyst is CC(N(C)C)=O.C(OCC)(=O)C. The product is [CH3:1][N:2]1[C:6]([NH:7][C:34]([N:31]2[CH2:32][CH2:33][C:27]3([O:26][CH2:25][C@@H:24]([C:20]4[CH:21]=[CH:22][CH:23]=[C:18]([C:15]5[CH:14]=[CH:13][C:12]([C:11]([F:47])([F:10])[F:46])=[CH:17][N:16]=5)[CH:19]=4)[CH2:28]3)[CH2:29][CH2:30]2)=[O:35])=[N:5][N:4]=[N:3]1. The yield is 0.750. (2) The catalyst is C(O)(=O)C. The product is [Br:7][C:8]1[CH:13]=[C:12]2[C:11](=[CH:10][CH:9]=1)[NH:14][CH:4]=[C:3]2[CH:2]([CH3:6])[CH3:1]. The yield is 0.384. The reactants are [CH3:1][CH:2]([CH3:6])[CH2:3][CH:4]=O.[Br:7][C:8]1[CH:13]=[CH:12][C:11]([NH:14]N)=[CH:10][CH:9]=1.